Predict which catalyst facilitates the given reaction. From a dataset of Catalyst prediction with 721,799 reactions and 888 catalyst types from USPTO. (1) Reactant: [CH3:1][C:2]1[CH:7]=[CH:6][C:5]([O:8][CH3:9])=[CH:4][C:3]=1[N+:10]([O-:12])=[O:11].N1CCCC1.C1C[O:21]CC1. Product: [CH3:9][O:8][C:5]1[CH:6]=[CH:7][C:2]([CH:1]=[O:21])=[C:3]([N+:10]([O-:12])=[O:11])[CH:4]=1. The catalyst class is: 6. (2) Reactant: Br[CH:2]1[CH2:11][CH2:10][CH2:9][C:8]2[N:7]=[CH:6][CH:5]=[N:4][C:3]1=2.[N-:12]=[N+:13]=[N-:14].[Na+].O. Product: [N:12]([CH:2]1[CH2:11][CH2:10][CH2:9][C:8]2[N:7]=[CH:6][CH:5]=[N:4][C:3]1=2)=[N+:13]=[N-:14]. The catalyst class is: 3. (3) Reactant: [C:1]([C:3]1[C:11]2[C:6](=[N:7][C:8]([CH3:13])=[CH:9][C:10]=2[CH3:12])[N:5]([CH:14]2[C:23]3[C:18](=[CH:19][CH:20]=[CH:21][CH:22]=3)[CH2:17][CH2:16][CH2:15]2)[C:4]=1/[CH:24]=[CH:25]/[C:26]([O:28]CC)=[O:27])#[N:2].C1(C)C=CC=CC=1.[OH-].[Na+].Cl. Product: [C:1]([C:3]1[C:11]2[C:6](=[N:7][C:8]([CH3:13])=[CH:9][C:10]=2[CH3:12])[N:5]([CH:14]2[C:23]3[C:18](=[CH:19][CH:20]=[CH:21][CH:22]=3)[CH2:17][CH2:16][CH2:15]2)[C:4]=1/[CH:24]=[CH:25]/[C:26]([OH:28])=[O:27])#[N:2]. The catalyst class is: 30.